From a dataset of Forward reaction prediction with 1.9M reactions from USPTO patents (1976-2016). Predict the product of the given reaction. (1) Given the reactants [Si](OCC1N=C(C#N)C(C(F)(F)F)=CC=1)(C(C)(C)C)(C)C.[Si]([O:29][CH2:30][C:31]1[N:36]=[C:35]([C:37]#[N:38])[C:34]([O:39][CH3:40])=[CH:33][CH:32]=1)(C(C)(C)C)(C)C, predict the reaction product. The product is: [OH:29][CH2:30][C:31]1[N:36]=[C:35]([C:37]#[N:38])[C:34]([O:39][CH3:40])=[CH:33][CH:32]=1. (2) Given the reactants [Cl:1][C:2]1[CH:7]=[CH:6][C:5]([O:8][CH3:9])=[CH:4][C:3]=1[NH:10][C:11]1[C:12]([NH:21][S:22]([C:25]2[CH:26]=[C:27]([CH:38]=[CH:39][CH:40]=2)[C:28]([NH:30][CH2:31][CH:32]2[CH2:37][CH2:36][CH2:35][CH2:34][NH:33]2)=[O:29])(=[O:24])=[O:23])=[N:13][C:14]2[C:19]([N:20]=1)=[CH:18][CH:17]=[CH:16][CH:15]=2.[CH:41](O)=O.C=O, predict the reaction product. The product is: [Cl:1][C:2]1[CH:7]=[CH:6][C:5]([O:8][CH3:9])=[CH:4][C:3]=1[NH:10][C:11]1[C:12]([NH:21][S:22]([C:25]2[CH:26]=[C:27]([CH:38]=[CH:39][CH:40]=2)[C:28]([NH:30][CH2:31][CH:32]2[CH2:37][CH2:36][CH2:35][CH2:34][N:33]2[CH3:41])=[O:29])(=[O:24])=[O:23])=[N:13][C:14]2[C:19]([N:20]=1)=[CH:18][CH:17]=[CH:16][CH:15]=2.